From a dataset of Reaction yield outcomes from USPTO patents with 853,638 reactions. Predict the reaction yield, written as a fraction of the theoretical maximum amount of product (1.0 means a 100% yield; for example, 0.34 means a 34% yield). (1) The reactants are [H-].[H-].[H-].[H-].[Li+].[Al+3].C([O:9][C:10](=O)[C:11]([CH3:37])([CH3:36])[CH2:12][C:13]1[CH:18]=[CH:17][CH:16]=[C:15]([C:19](=[O:35])[C:20]2[CH:25]=[CH:24][CH:23]=[C:22]([CH2:26][C:27]([C:30](OCC)=[O:31])([CH3:29])[CH3:28])[CH:21]=2)[CH:14]=1)C.C(OCC)(=O)C.Cl. The catalyst is CC(OC)(C)C. The product is [OH:35][CH:19]([C:15]1[CH:16]=[CH:17][CH:18]=[C:13]([CH2:12][C:11]([CH3:37])([CH3:36])[CH2:10][OH:9])[CH:14]=1)[C:20]1[CH:21]=[C:22]([CH2:26][C:27]([CH3:29])([CH3:28])[CH2:30][OH:31])[CH:23]=[CH:24][CH:25]=1. The yield is 0.900. (2) The reactants are N#N.[CH3:3][C:4]([CH3:15])([CH3:14])[C:5]([NH:7][C:8]1[CH:9]=[N:10][CH:11]=[CH:12][CH:13]=1)=[O:6].NCCCCN.C([Li])CCC.[I:27]I.[NH4+].[Cl-]. The catalyst is C(OCC)(=O)C.C(OCC)C. The product is [I:27][C:13]1[CH:12]=[CH:11][N:10]=[CH:9][C:8]=1[NH:7][C:5](=[O:6])[C:4]([CH3:15])([CH3:14])[CH3:3]. The yield is 0.230.